From a dataset of Full USPTO retrosynthesis dataset with 1.9M reactions from patents (1976-2016). Predict the reactants needed to synthesize the given product. (1) Given the product [Cl:3][C:4]1[CH:5]=[CH:6][C:7]([C:10]2[C:18]3[C:17]([NH:19][S:23]([CH3:22])(=[O:25])=[O:24])=[N:16][CH:15]=[N:14][C:13]=3[N:12]([CH2:20][CH3:21])[CH:11]=2)=[CH:8][CH:9]=1, predict the reactants needed to synthesize it. The reactants are: [H-].[Na+].[Cl:3][C:4]1[CH:9]=[CH:8][C:7]([C:10]2[C:18]3[C:17]([NH2:19])=[N:16][CH:15]=[N:14][C:13]=3[N:12]([CH2:20][CH3:21])[CH:11]=2)=[CH:6][CH:5]=1.[CH3:22][S:23](Cl)(=[O:25])=[O:24].C(S(Cl)(=O)=O)C. (2) Given the product [NH2:5][C:4]1[CH:3]=[C:2]([C:21]2[CH:22]=[CH:23][C:18]([C:15](=[O:17])[CH3:16])=[CH:19][CH:20]=2)[CH:8]=[CH:7][CH:6]=1, predict the reactants needed to synthesize it. The reactants are: Br[C:2]1[CH:3]=[C:4]([CH:6]=[CH:7][CH:8]=1)[NH2:5].C(=O)([O-])[O-].[Na+].[Na+].[C:15]([C:18]1[CH:23]=[CH:22][C:21](B(O)O)=[CH:20][CH:19]=1)(=[O:17])[CH3:16]. (3) Given the product [C:23]1([NH:29][C:30]([N:32]2[CH2:37][CH2:36][N:35]([CH2:38][C:39]3[CH:44]=[CH:43][CH:42]=[CH:41][CH:40]=3)[CH2:34][CH2:33]2)=[O:31])[CH:28]=[CH:27][CH:26]=[CH:25][CH:24]=1, predict the reactants needed to synthesize it. The reactants are: C(N1CCNCC1)C1C=CC=CC=1.C1(N=C=O)C=CC=CC=1.[C:23]1([NH:29][C:30]([N:32]2[CH2:37][CH2:36][N:35]([CH2:38][C:39]3[CH:44]=[CH:43][CH:42]=[CH:41][C:40]=3OCC3C=CC=CC=3)[CH2:34][CH2:33]2)=[O:31])[CH:28]=[CH:27][CH:26]=[CH:25][CH:24]=1. (4) Given the product [Cl:1][C:2]1[C:9]([Cl:10])=[C:8]([S:27][C:22]2[CH:23]=[CH:24][CH:25]=[CH:26][C:21]=2[O:20][CH3:19])[CH:7]=[CH:6][C:3]=1[CH:4]=[O:5], predict the reactants needed to synthesize it. The reactants are: [Cl:1][C:2]1[C:9]([Cl:10])=[C:8](OS(C(F)(F)F)(=O)=O)[CH:7]=[CH:6][C:3]=1[CH:4]=[O:5].[CH3:19][O:20][C:21]1[CH:26]=[CH:25][CH:24]=[CH:23][C:22]=1[SH:27].C(N(C(C)C)CC)(C)C. (5) Given the product [CH3:14][O:12][C:11]([C:1]1[C:10]2[C:5](=[CH:6][CH:7]=[CH:8][CH:9]=2)[CH:4]=[CH:3][CH:2]=1)=[O:13], predict the reactants needed to synthesize it. The reactants are: [C:1]1([C:11]([OH:13])=[O:12])[C:10]2[C:5](=[CH:6][CH:7]=[CH:8][CH:9]=2)[CH:4]=[CH:3][CH:2]=1.[CH3:14]I. (6) Given the product [Br:1][C:2]1[CH:3]=[C:4]([C:5](=[O:6])[CH3:14])[CH:11]=[CH:12][N:13]=1, predict the reactants needed to synthesize it. The reactants are: [Br:1][C:2]1[CH:3]=[C:4]([CH:11]=[CH:12][N:13]=1)[C:5](N(OC)C)=[O:6].[CH3:14][Mg+].[Br-]. (7) Given the product [F:3][C:4]1[CH:11]=[CH:10][C:7]([CH:8]=[CH:23][C:22]([O:21][CH2:19][CH3:20])=[O:32])=[CH:6][C:5]=1[NH:12][C:13](=[O:18])[C:14]([F:17])([F:16])[F:15], predict the reactants needed to synthesize it. The reactants are: [H-].[Na+].[F:3][C:4]1[CH:11]=[CH:10][C:7]([CH:8]=O)=[CH:6][C:5]=1[NH:12][C:13](=[O:18])[C:14]([F:17])([F:16])[F:15].[CH2:19]([O:21][C:22](=[O:32])[CH2:23]P(OCC)(OCC)=O)[CH3:20]. (8) Given the product [CH3:22][CH:21]([NH:24][C:2]1[CH:3]=[C:4]([C:11]2[CH:16]=[CH:15][C:14]([C:17]([F:20])([F:19])[F:18])=[CH:13][CH:12]=2)[CH:5]=[CH:6][C:7]=1[N+:8]([O-:10])=[O:9])[CH3:23], predict the reactants needed to synthesize it. The reactants are: F[C:2]1[CH:3]=[C:4]([C:11]2[CH:16]=[CH:15][C:14]([C:17]([F:20])([F:19])[F:18])=[CH:13][CH:12]=2)[CH:5]=[CH:6][C:7]=1[N+:8]([O-:10])=[O:9].[CH:21]([NH2:24])([CH3:23])[CH3:22].C(=O)([O-])[O-].[K+].[K+].C(OCC)(=O)C. (9) The reactants are: [NH2:1][OH:2].Cl.C([O-])([O-])=O.[Na+].[Na+].OC1[C:12]([C:37]#[N:38])=[N:13][C:14]([CH2:17][CH2:18][CH2:19][CH2:20][CH2:21][NH:22][C:23]2[C:24]3[C:29]([N:30]=[C:31]4[C:36]=2[CH2:35][CH2:34][CH2:33][CH2:32]4)=[CH:28][CH:27]=[CH:26][CH:25]=3)=[CH:15][CH:16]=1.C(Cl)Cl.[CH3:42][OH:43]. Given the product [OH:2][N:1]=[C:37]([C:12]1[C:42]([OH:43])=[CH:16][CH:15]=[C:14]([CH2:17][CH2:18][CH2:19][CH2:20][CH2:21][NH:22][C:23]2[C:24]3[C:29]([N:30]=[C:31]4[C:36]=2[CH2:35][CH2:34][CH2:33][CH2:32]4)=[CH:28][CH:27]=[CH:26][CH:25]=3)[N:13]=1)[NH2:38], predict the reactants needed to synthesize it. (10) Given the product [Cl:12][C:13]1[CH:14]=[C:15]([N:16]=[C:3]2[C:4]3[C:9](=[CH:8][CH:7]=[CH:6][CH:5]=3)[NH:1][C:2]2=[O:11])[CH:17]=[CH:18][C:19]=1[Cl:20], predict the reactants needed to synthesize it. The reactants are: [NH:1]1[C:9]2[C:4](=[CH:5][CH:6]=[CH:7][CH:8]=2)[C:3](=O)[C:2]1=[O:11].[Cl:12][C:13]1[CH:14]=[C:15]([CH:17]=[CH:18][C:19]=1[Cl:20])[NH2:16].